This data is from Forward reaction prediction with 1.9M reactions from USPTO patents (1976-2016). The task is: Predict the product of the given reaction. Given the reactants [CH3:1][N:2]1[N:18]=[CH:17][C:16]2[NH:15][C:14](=[O:19])[C@H:13]([CH3:20])[CH2:12][CH2:11][CH2:10][C@H:9]([NH:21]C(=O)OC(C)(C)C)[C:8]3[CH:29]=[C:4]([CH:5]=[CH:6][N:7]=3)[C:3]1=2.[ClH:30].O1CCOCC1, predict the reaction product. The product is: [ClH:30].[ClH:30].[NH2:21][C@@H:9]1[C:8]2[CH:29]=[C:4]([CH:5]=[CH:6][N:7]=2)[C:3]2[N:2]([CH3:1])[N:18]=[CH:17][C:16]=2[NH:15][C:14](=[O:19])[C@H:13]([CH3:20])[CH2:12][CH2:11][CH2:10]1.